This data is from Forward reaction prediction with 1.9M reactions from USPTO patents (1976-2016). The task is: Predict the product of the given reaction. (1) Given the reactants Cl.[C:2]([CH:5]1[CH2:10][CH2:9][NH:8][CH2:7][CH2:6]1)(=[O:4])[CH3:3].CCN(CC)CC.Cl[C:19]([O:21][CH2:22][C:23]1[CH:28]=[CH:27][CH:26]=[CH:25][CH:24]=1)=[O:20], predict the reaction product. The product is: [C:2]([CH:5]1[CH2:10][CH2:9][N:8]([C:19]([O:21][CH2:22][C:23]2[CH:28]=[CH:27][CH:26]=[CH:25][CH:24]=2)=[O:20])[CH2:7][CH2:6]1)(=[O:4])[CH3:3]. (2) Given the reactants [Cl:1][C:2]1[CH:7]=[CH:6][N:5]=[C:4]2[CH:8]=[C:9]([C:11]3[CH:23]=[CH:22][C:14]([CH2:15][N:16]4[CH2:20][CH2:19][C@H:18]([OH:21])[CH2:17]4)=[CH:13][CH:12]=3)[S:10][C:3]=12.[Si:24](OS(C(F)(F)F)(=O)=O)([C:27]([CH3:30])([CH3:29])[CH3:28])([CH3:26])[CH3:25].CCN(CC)CC.CO.CCOC(C)=O, predict the reaction product. The product is: [Si:24]([O:21][C@H:18]1[CH2:19][CH2:20][N:16]([CH2:15][C:14]2[CH:13]=[CH:12][C:11]([C:9]3[S:10][C:3]4[C:4](=[N:5][CH:6]=[CH:7][C:2]=4[Cl:1])[CH:8]=3)=[CH:23][CH:22]=2)[CH2:17]1)([C:27]([CH3:30])([CH3:29])[CH3:28])([CH3:26])[CH3:25]. (3) Given the reactants CC1C=C(N2CCN(CCOC3C=CC=CC=3)C2=O)SC=1C(O)=O.[F:25][C:26]1[CH:47]=[CH:46][C:29]([CH2:30][N:31]2[CH2:35][CH2:34][N:33]([C:36]3[S:40][C:39]([C:41]([OH:43])=O)=[C:38]([CH3:44])[CH:37]=3)[C:32]2=[O:45])=[CH:28][CH:27]=1.[CH3:48][C:49]1[N:50]=[CH:51][C:52]([CH2:55][NH2:56])=[N:53][CH:54]=1, predict the reaction product. The product is: [F:25][C:26]1[CH:27]=[CH:28][C:29]([CH2:30][N:31]2[CH2:35][CH2:34][N:33]([C:36]3[S:40][C:39]([C:41]([NH:56][CH2:55][C:52]4[CH:51]=[N:50][C:49]([CH3:48])=[CH:54][N:53]=4)=[O:43])=[C:38]([CH3:44])[CH:37]=3)[C:32]2=[O:45])=[CH:46][CH:47]=1. (4) Given the reactants [CH3:1][C:2]1[CH:3]=[C:4]([CH:27]=[CH:28][CH:29]=1)[CH:5]=[N:6][NH:7][C:8]1[CH:13]=[C:12]([N:14]2[CH2:19][CH2:18][O:17][CH2:16][CH2:15]2)[N:11]=[C:10]([CH2:20][CH2:21]OS(C)(=O)=O)[N:9]=1.[N:30]1[CH:35]=[CH:34][C:33]([C:36]2[NH:37][C:38]([SH:41])=[N:39][N:40]=2)=[CH:32][CH:31]=1.[H-].[Na+], predict the reaction product. The product is: [CH3:1][C:2]1[CH:3]=[C:4]([CH:27]=[CH:28][CH:29]=1)[CH:5]=[N:6][NH:7][C:8]1[CH:13]=[C:12]([N:14]2[CH2:19][CH2:18][O:17][CH2:16][CH2:15]2)[N:11]=[C:10]([CH2:20][CH2:21][S:41][C:38]2[NH:37][C:36]([C:33]3[CH:34]=[CH:35][N:30]=[CH:31][CH:32]=3)=[N:40][N:39]=2)[N:9]=1. (5) Given the reactants [F:1][C:2]1[CH:7]=[CH:6][C:5]([C:8]2[O:9][CH:10]=[C:11]([CH:13]3[CH2:18][CH2:17][NH:16][CH2:15][CH2:14]3)[N:12]=2)=[CH:4][CH:3]=1.CCN(C(C)C)C(C)C.[CH3:28][S:29](Cl)(=[O:31])=[O:30].O, predict the reaction product. The product is: [F:1][C:2]1[CH:7]=[CH:6][C:5]([C:8]2[O:9][CH:10]=[C:11]([CH:13]3[CH2:18][CH2:17][N:16]([S:29]([CH3:28])(=[O:31])=[O:30])[CH2:15][CH2:14]3)[N:12]=2)=[CH:4][CH:3]=1. (6) The product is: [Br:22][C:23]1[CH:31]=[CH:30][C:26]([C:27]2[CH:2]=[C:1]([C:3]3[CH:8]=[CH:7][C:6]([C:9]4[CH:14]=[CH:13][CH:12]=[CH:11][CH:10]=4)=[C:5]([C:15]([F:16])([F:17])[F:18])[CH:4]=3)[O:29][N:28]=2)=[CH:25][CH:24]=1. Given the reactants [C:1]([C:3]1[CH:8]=[CH:7][C:6]([C:9]2[CH:14]=[CH:13][CH:12]=[CH:11][CH:10]=2)=[C:5]([C:15]([F:18])([F:17])[F:16])[CH:4]=1)#[CH:2].[O-]Cl.[Na+].[Br:22][C:23]1[CH:31]=[CH:30][C:26]([CH:27]=[N:28][OH:29])=[CH:25][CH:24]=1, predict the reaction product. (7) Given the reactants Br[CH2:2][C:3]([C:5]1[C:6](=[O:15])[NH:7][C:8]2[C:13]([CH:14]=1)=[CH:12][CH:11]=[CH:10][CH:9]=2)=O.[NH2:16][C:17](=[S:30])[C:18]([CH3:29])([CH3:28])[S:19]([C:22]1[CH:27]=[CH:26][CH:25]=[CH:24][CH:23]=1)(=[O:21])=[O:20], predict the reaction product. The product is: [CH3:29][C:18]([C:17]1[S:30][CH:2]=[C:3]([C:5]2[C:6](=[O:15])[NH:7][C:8]3[C:13]([CH:14]=2)=[CH:12][CH:11]=[CH:10][CH:9]=3)[N:16]=1)([S:19]([C:22]1[CH:23]=[CH:24][CH:25]=[CH:26][CH:27]=1)(=[O:21])=[O:20])[CH3:28]. (8) Given the reactants [OH:1][B:2]1[C:6]2[CH:7]=[C:8]([OH:12])[CH:9]=[C:10]([CH3:11])[C:5]=2[CH:4]([CH2:13][C:14]([O:16][CH2:17][CH3:18])=[O:15])[O:3]1.Cl[C:20]1[CH:21]=[C:22]([CH:25]=[CH:26][N:27]=1)[C:23]#[N:24].C(=O)([O-])[O-].[Cs+].[Cs+], predict the reaction product. The product is: [C:23]([C:22]1[CH:25]=[CH:26][N:27]=[C:20]([O:12][C:8]2[CH:9]=[C:10]([CH3:11])[C:5]3[CH:4]([CH2:13][C:14]([O:16][CH2:17][CH3:18])=[O:15])[O:3][B:2]([OH:1])[C:6]=3[CH:7]=2)[CH:21]=1)#[N:24].